This data is from Peptide-MHC class I binding affinity with 185,985 pairs from IEDB/IMGT. The task is: Regression. Given a peptide amino acid sequence and an MHC pseudo amino acid sequence, predict their binding affinity value. This is MHC class I binding data. (1) The peptide sequence is ISLQEVFTM. The MHC is HLA-A24:03 with pseudo-sequence HLA-A24:03. The binding affinity (normalized) is 0.0847. (2) The peptide sequence is YRGEYRQSR. The MHC is HLA-B39:01 with pseudo-sequence HLA-B39:01. The binding affinity (normalized) is 0.0847.